Dataset: Catalyst prediction with 721,799 reactions and 888 catalyst types from USPTO. Task: Predict which catalyst facilitates the given reaction. (1) Reactant: C(OC([NH:8][C@@H:9]([CH2:35][C:36]1[CH:41]=[CH:40][C:39]([C:42]([F:45])([F:44])[F:43])=[CH:38][CH:37]=1)[CH2:10][N:11]([C:19]1[S:20][C:21]([C:24]2[CH:25]=[C:26]3[C:31](=[CH:32][CH:33]=2)[CH:30]=[N:29][C:28]([F:34])=[CH:27]3)=[CH:22][N:23]=1)C(=O)OC(C)(C)C)=O)(C)(C)C.[C:46]([OH:52])([C:48]([F:51])([F:50])[F:49])=[O:47]. Product: [F:49][C:48]([F:51])([F:50])[C:46]([OH:52])=[O:47].[NH2:8][C@@H:9]([CH2:35][C:36]1[CH:41]=[CH:40][C:39]([C:42]([F:43])([F:45])[F:44])=[CH:38][CH:37]=1)[CH2:10][NH:11][C:19]1[S:20][C:21]([C:24]2[CH:25]=[C:26]3[C:31](=[CH:32][CH:33]=2)[CH:30]=[N:29][C:28]([F:34])=[CH:27]3)=[CH:22][N:23]=1. The catalyst class is: 2. (2) Reactant: [Al].[N+:2](=[C:4]([S:8]([C:11]1[CH:16]=[CH:15][C:14]([CH3:17])=[CH:13][CH:12]=1)(=[O:10])=[O:9])C(=O)C)=[N-:3]. Product: [N+:2](=[CH:4][S:8]([C:11]1[CH:16]=[CH:15][C:14]([CH3:17])=[CH:13][CH:12]=1)(=[O:10])=[O:9])=[N-:3]. The catalyst class is: 2. (3) Reactant: Br.Br[CH2:3][C:4]1[N:5]=[C:6]2[C:11](=[N:12][CH:13]=1)[N:10]=[C:9]([NH2:14])[N:8]=[C:7]2[NH2:15].[OH:16][C:17]1[CH:18]=[C:19]([CH2:24][CH2:25][NH2:26])[CH:20]=[CH:21][C:22]=1[OH:23].C(N(C(C)C)C(C)C)C.C(=O)(O)[O-]. Product: [OH:16][C:17]1[CH:18]=[C:19]([CH2:24][CH2:25][NH:26][CH2:3][C:4]2[N:5]=[C:6]3[C:11](=[N:12][CH:13]=2)[N:10]=[C:9]([NH2:14])[N:8]=[C:7]3[NH2:15])[CH:20]=[CH:21][C:22]=1[OH:23]. The catalyst class is: 80. (4) Reactant: [Br:1][C:2]1[CH:3]=[CH:4][C:5]([C:17]([OH:19])=O)=[C:6]2[C:10]=1[O:9][C:8]([C:11]1[CH:16]=[CH:15][CH:14]=[CH:13][CH:12]=1)=[N:7]2.Cl.Cl.[NH2:22][CH:23]1[CH:28]2[CH2:29][CH2:30][N:25]([CH2:26][CH2:27]2)[CH2:24]1.Cl.C(N=C=NCCCN(C)C)C.ON1C2C=CC=CC=2N=N1.C(N(CC)CC)C. Product: [N:25]12[CH2:30][CH2:29][CH:28]([CH2:27][CH2:26]1)[CH:23]([NH:22][C:17]([C:5]1[CH:4]=[CH:3][C:2]([Br:1])=[C:10]3[O:9][C:8]([C:11]4[CH:12]=[CH:13][CH:14]=[CH:15][CH:16]=4)=[N:7][C:6]=13)=[O:19])[CH2:24]2. The catalyst class is: 174.